From a dataset of Catalyst prediction with 721,799 reactions and 888 catalyst types from USPTO. Predict which catalyst facilitates the given reaction. (1) Reactant: [CH2:1]([O:3][C:4](=[O:32])[CH2:5][N:6]1[C:14]2[CH2:13][CH2:12][CH2:11][C@@H:10]([NH:15][S:16]([C:19]3[CH:24]=[C:23]([C:25]([F:28])([F:27])[F:26])[CH:22]=[C:21]([C:29]([CH3:31])=[CH2:30])[CH:20]=3)(=[O:18])=[O:17])[C:9]=2[CH:8]=[N:7]1)[CH3:2]. Product: [CH2:1]([O:3][C:4](=[O:32])[CH2:5][N:6]1[C:14]2[CH2:13][CH2:12][CH2:11][C@@H:10]([NH:15][S:16]([C:19]3[CH:24]=[C:23]([C:25]([F:27])([F:28])[F:26])[CH:22]=[C:21]([CH:29]([CH3:31])[CH3:30])[CH:20]=3)(=[O:18])=[O:17])[C:9]=2[CH:8]=[N:7]1)[CH3:2]. The catalyst class is: 19. (2) Reactant: [N+:1]([C:4]1[CH:11]=[CH:10][C:7]([CH2:8]Br)=[CH:6][CH:5]=1)([O-:3])=[O:2].[NH:12]1[CH:16]=[CH:15][CH:14]=[N:13]1.C(=O)([O-])[O-].[K+].[K+]. Product: [N+:1]([C:4]1[CH:11]=[CH:10][C:7]([CH2:8][N:12]2[CH:16]=[CH:15][CH:14]=[N:13]2)=[CH:6][CH:5]=1)([O-:3])=[O:2]. The catalyst class is: 47. (3) Reactant: [H-].[Al+3].[Li+].[H-].[H-].[H-].[CH2:7]([N:14]1[CH2:19][CH2:18][CH:17]([NH:20][C:21](=O)[C:22]2[CH:27]=[CH:26][C:25]([F:28])=[CH:24][C:23]=2[N+:29]([O-])=O)[CH2:16][CH2:15]1)[C:8]1[CH:13]=[CH:12][CH:11]=[CH:10][CH:9]=1. Product: [NH2:29][C:23]1[CH:24]=[C:25]([F:28])[CH:26]=[CH:27][C:22]=1[CH2:21][NH:20][CH:17]1[CH2:18][CH2:19][N:14]([CH2:7][C:8]2[CH:13]=[CH:12][CH:11]=[CH:10][CH:9]=2)[CH2:15][CH2:16]1. The catalyst class is: 12. (4) Reactant: [C:1]([O:5][C:6]([N:8]1[CH2:20][C@@H:19]([CH3:21])[N:18]2[C@H:10]([CH2:11][C:12]3[C:17]2=[N:16][C:15]([CH2:22][O:23]CCO)=[CH:14][CH:13]=3)[CH2:9]1)=[O:7])([CH3:4])([CH3:3])[CH3:2].[CH2:27]([Li])CCC.C(=O)C. Product: [C:1]([O:5][C:6]([N:8]1[CH2:20][C@@H:19]([CH3:21])[N:18]2[C@H:10]([CH2:11][C:12]3[C:17]2=[N:16][C:15]([CH:22]([OH:23])[CH3:27])=[CH:14][CH:13]=3)[CH2:9]1)=[O:7])([CH3:2])([CH3:3])[CH3:4]. The catalyst class is: 1. (5) Reactant: [CH2:1]([C:5]1[CH:6]=[C:7]2[C:12](=[C:13]([O:15][CH:16]3[CH2:21][CH2:20][NH:19][CH2:18][CH2:17]3)[CH:14]=1)[N:11]=[CH:10][CH:9]=[CH:8]2)[CH2:2][CH2:3][CH3:4].[I-].[Na+].C(=O)(O)[O-].[Na+].[CH3:29][C:30]([S:33]([CH2:36][CH2:37][Cl:38])(=[O:35])=[O:34])([CH3:32])[CH3:31]. Product: [ClH:38].[ClH:38].[CH2:1]([C:5]1[CH:6]=[C:7]2[C:12](=[C:13]([O:15][CH:16]3[CH2:17][CH2:18][N:19]([CH2:37][CH2:36][S:33]([C:30]([CH3:32])([CH3:31])[CH3:29])(=[O:35])=[O:34])[CH2:20][CH2:21]3)[CH:14]=1)[N:11]=[CH:10][CH:9]=[CH:8]2)[CH2:2][CH2:3][CH3:4]. The catalyst class is: 121. (6) Reactant: C([BH3-])#N.[Na+].[C:5]1([C:11]2[CH:19]=[CH:18][CH:17]=[C:16]3[C:12]=2[CH:13]=[CH:14][NH:15]3)[CH:10]=[CH:9][CH:8]=[CH:7][CH:6]=1.[OH-].[Na+].C(OCC)(=O)C. Product: [C:5]1([C:11]2[CH:19]=[CH:18][CH:17]=[C:16]3[C:12]=2[CH2:13][CH2:14][NH:15]3)[CH:6]=[CH:7][CH:8]=[CH:9][CH:10]=1. The catalyst class is: 55. (7) Reactant: Br[C:2]1[C:12]2[O:11][CH2:10][CH2:9][N:8]([C:13]([O:15][C:16]([CH3:19])([CH3:18])[CH3:17])=[O:14])[CH2:7][C:6]=2[CH:5]=[CH:4][CH:3]=1.[CH:20]([C:22]1[O:26][CH:25]=[C:24](B2OC(C)(C)C(C)(C)O2)[CH:23]=1)=[O:21].C(=O)([O-])[O-].[Na+].[Na+].O. Product: [CH:20]([C:22]1[O:26][CH:25]=[C:24]([C:2]2[C:12]3[O:11][CH2:10][CH2:9][N:8]([C:13]([O:15][C:16]([CH3:19])([CH3:18])[CH3:17])=[O:14])[CH2:7][C:6]=3[CH:5]=[CH:4][CH:3]=2)[CH:23]=1)=[O:21]. The catalyst class is: 104. (8) Reactant: [NH2:1][C@H:2]1[CH2:6][N:5]([C:7](OC(C)(C)C)=O)[C@@H:4]([CH2:14][O:15][C:16]2[CH:21]=[CH:20][C:19]([O:22][CH3:23])=[CH:18][CH:17]=2)[CH2:3]1.CC[N:26](C(C)C)C(C)C.[Br:33][C:34]1[CH:39]=[CH:38][C:37]([Br:40])=[CH:36][C:35]=1[S:41](Cl)(=[O:43])=[O:42].Cl.N#CBr.C(O)C(N)(CO)CO. Product: [Br:33][C:34]1[CH:39]=[CH:38][C:37]([Br:40])=[CH:36][C:35]=1[S:41]([NH:1][C@@H:2]1[CH2:3][C@H:4]([CH2:14][O:15][C:16]2[CH:17]=[CH:18][C:19]([O:22][CH3:23])=[CH:20][CH:21]=2)[N:5]([C:7]#[N:26])[CH2:6]1)(=[O:43])=[O:42]. The catalyst class is: 135. (9) Reactant: [OH:1][CH2:2][C:3]([N+:23]([O-])=O)([CH2:21][OH:22])[CH2:4][CH:5]([C:7]1[CH:12]=[CH:11][C:10]([CH2:13][CH2:14][CH2:15][CH2:16][CH2:17][CH2:18][CH2:19][CH3:20])=[CH:9][CH:8]=1)O.[H][H].[ClH:28]. Product: [CH3:20][CH2:19][CH2:18][CH2:17][CH2:16][CH2:15][CH2:14][CH2:13][C:10]1[CH:11]=[CH:12][C:7]([CH2:5][CH2:4][C:3]([NH2:23])([CH2:2][OH:1])[CH2:21][OH:22])=[CH:8][CH:9]=1.[ClH:28]. The catalyst class is: 129. (10) Reactant: C(OC([N:6]1[CH2:10][CH2:9][CH:8]([CH2:11][O:12][C:13]([O:15][CH:16]=[CH2:17])=[O:14])[CH2:7]1)=O)=C.[ClH:18]. Product: [ClH:18].[CH:16]([O:15][C:13](=[O:14])[O:12][CH2:11][CH:8]1[CH2:9][CH2:10][NH:6][CH2:7]1)=[CH2:17]. The catalyst class is: 2.